This data is from Full USPTO retrosynthesis dataset with 1.9M reactions from patents (1976-2016). The task is: Predict the reactants needed to synthesize the given product. (1) Given the product [CH3:18][C:17]([Si:21]([CH2:30][CH3:31])([CH2:23][CH3:32])[O:1][CH2:2][C:3]1[N:7]2[CH:8]=[CH:9][CH:10]=[C:11]([C:12]([O:14][CH2:15][CH3:16])=[O:13])[C:6]2=[N:5][CH:4]=1)([CH3:20])[CH3:19], predict the reactants needed to synthesize it. The reactants are: [OH:1][CH2:2][C:3]1[N:7]2[CH:8]=[CH:9][CH:10]=[C:11]([C:12]([O:14][CH2:15][CH3:16])=[O:13])[C:6]2=[N:5][CH:4]=1.[C:17]([Si:21](Cl)([CH3:23])C)([CH3:20])([CH3:19])[CH3:18].C(N([CH2:30][CH3:31])CC)C.[CH2:32](Cl)Cl. (2) Given the product [CH2:1]([C:5]1[N:6]=[C:7]([CH3:44])[N:8]([C:33]2[N:38]=[CH:37][C:36]([O:39][CH:40]([CH2:42][CH3:43])[C:41]([NH2:68])=[O:45])=[CH:35][N:34]=2)[C:9](=[O:32])[C:10]=1[CH2:11][C:12]1[CH:17]=[C:16]([CH2:18][CH2:19][CH3:20])[C:15]([O:21][Si:22]([C:25]([CH3:28])([CH3:26])[CH3:27])([CH3:24])[CH3:23])=[C:14]([CH2:29][CH2:30][CH3:31])[CH:13]=1)[CH2:2][CH2:3][CH3:4], predict the reactants needed to synthesize it. The reactants are: [CH2:1]([C:5]1[N:6]=[C:7]([CH3:44])[N:8]([C:33]2[N:38]=[CH:37][C:36]([O:39][CH:40]([CH2:42][CH3:43])[CH3:41])=[CH:35][N:34]=2)[C:9](=[O:32])[C:10]=1[CH2:11][C:12]1[CH:17]=[C:16]([CH2:18][CH2:19][CH3:20])[C:15]([O:21][Si:22]([C:25]([CH3:28])([CH3:27])[CH3:26])([CH3:24])[CH3:23])=[C:14]([CH2:29][CH2:30][CH3:31])[CH:13]=1)[CH2:2][CH2:3][CH3:4].[OH2:45].ON1C2C=CC=CC=2N=N1.Cl.C(N=C=NCCCN(C)C)C.[NH3:68]. (3) Given the product [ClH:1].[CH2:25]([N:15]1[C:14]2[C:18](=[CH:19][C:20]3[CH:21]4[CH2:23][CH2:24][CH:11]([C:12]=3[CH:13]=2)[CH2:10][NH:9][CH2:22]4)[N:17]=[CH:16]1)[CH3:26], predict the reactants needed to synthesize it. The reactants are: [ClH:1].C(OC([N:9]1[CH2:22][CH:21]2[CH2:23][CH2:24][CH:11]([C:12]3[CH:13]=[C:14]4[C:18](=[CH:19][C:20]=32)[N:17]=[CH:16][N:15]4[CH2:25][CH3:26])[CH2:10]1)=O)(C)(C)C. (4) Given the product [N:1]1([CH2:7][C:8]2[CH:17]=[C:16]3[C:11]4=[C:10]([O:15][CH2:14][CH2:13][N:12]4[CH:28]=[C:22]([C:23]([O:25][CH2:26][CH3:27])=[O:24])[C:21]3=[O:20])[CH:9]=2)[CH2:2][CH2:3][O:4][CH2:5][CH2:6]1, predict the reactants needed to synthesize it. The reactants are: [N:1]1([CH2:7][C:8]2[CH:17]=[CH:16][C:11]3[NH:12][CH2:13][CH2:14][O:15][C:10]=3[CH:9]=2)[CH2:6][CH2:5][O:4][CH2:3][CH2:2]1.C([O:20][CH:21]=[C:22]([C:28](OCC)=O)[C:23]([O:25][CH2:26][CH3:27])=[O:24])C. (5) Given the product [CH3:57][O:58][C:59](=[O:60])[NH:61][C@H:62]([C:66]1[CH:71]=[CH:70][CH:69]=[CH:68][CH:67]=1)[C:63]([N:45]1[CH2:46][CH2:47][CH2:48][C@H:44]1[C:42]1[NH:43][C:39]([C:34]2[CH:35]=[C:36]3[CH2:37][O:38][C:25]4[CH:24]=[C:23]5[C:28]([CH:29]=[CH:30][C:20]6[N:19]=[C:18]([C@@H:13]7[CH2:14][C@H:15]([CH3:17])[CH2:16][N:12]7[C:10](=[O:11])[C@@H:6]([NH:5][C:3]([O:2][CH3:1])=[O:4])[CH:7]([CH3:9])[CH3:8])[NH:22][C:21]=65)=[CH:27][C:26]=4[C:31]3=[CH:32][CH:33]=2)=[CH:40][N:41]=1)=[O:65], predict the reactants needed to synthesize it. The reactants are: [CH3:1][O:2][C:3]([NH:5][C@H:6]([C:10]([N:12]1[CH2:16][C@@H:15]([CH3:17])[CH2:14][C@H:13]1[C:18]1[NH:22][C:21]2[C:23]3[C:28]([CH:29]=[CH:30][C:20]=2[N:19]=1)=[CH:27][C:26]1[C:31]2[C:36]([CH2:37][O:38][C:25]=1[CH:24]=3)=[CH:35][C:34]([C:39]1[NH:43][C:42]([C@@H:44]3[CH2:48][CH2:47][CH2:46][N:45]3C(OC(C)(C)C)=O)=[N:41][CH:40]=1)=[CH:33][CH:32]=2)=[O:11])[CH:7]([CH3:9])[CH3:8])=[O:4].Cl.[CH3:57][O:58][C:59]([NH:61][C@H:62]([C:66]1[CH:71]=[CH:70][CH:69]=[CH:68][CH:67]=1)[C:63]([OH:65])=O)=[O:60].CCOC(C(C#N)=NOC(N1CCOCC1)=[N+](C)C)=O.F[P-](F)(F)(F)(F)F.CCN(C(C)C)C(C)C.